Dataset: NCI-60 drug combinations with 297,098 pairs across 59 cell lines. Task: Regression. Given two drug SMILES strings and cell line genomic features, predict the synergy score measuring deviation from expected non-interaction effect. (1) Drug 1: CC12CCC(CC1=CCC3C2CCC4(C3CC=C4C5=CN=CC=C5)C)O. Drug 2: CN(C)C1=NC(=NC(=N1)N(C)C)N(C)C. Cell line: A549. Synergy scores: CSS=1.13, Synergy_ZIP=0.172, Synergy_Bliss=3.34, Synergy_Loewe=-5.26, Synergy_HSA=-0.824. (2) Drug 1: C(=O)(N)NO. Drug 2: CCCCCOC(=O)NC1=NC(=O)N(C=C1F)C2C(C(C(O2)C)O)O. Cell line: 786-0. Synergy scores: CSS=16.6, Synergy_ZIP=6.64, Synergy_Bliss=6.69, Synergy_Loewe=2.82, Synergy_HSA=7.44. (3) Drug 1: C1CNP(=O)(OC1)N(CCCl)CCCl. Drug 2: CCC1(C2=C(COC1=O)C(=O)N3CC4=CC5=C(C=CC(=C5CN(C)C)O)N=C4C3=C2)O.Cl. Cell line: MOLT-4. Synergy scores: CSS=-9.07, Synergy_ZIP=-32.8, Synergy_Bliss=-69.1, Synergy_Loewe=-107, Synergy_HSA=-71.9. (4) Drug 1: C1=CC(=CC=C1C#N)C(C2=CC=C(C=C2)C#N)N3C=NC=N3. Drug 2: CC=C1C(=O)NC(C(=O)OC2CC(=O)NC(C(=O)NC(CSSCCC=C2)C(=O)N1)C(C)C)C(C)C. Cell line: T-47D. Synergy scores: CSS=9.16, Synergy_ZIP=-5.44, Synergy_Bliss=-5.52, Synergy_Loewe=-24.9, Synergy_HSA=-7.97.